Dataset: Reaction yield outcomes from USPTO patents with 853,638 reactions. Task: Predict the reaction yield, written as a fraction of the theoretical maximum amount of product (1.0 means a 100% yield; for example, 0.34 means a 34% yield). (1) The reactants are [NH2:1][C:2]1[CH:3]=[C:4]([C:8]2[C:12]3[N:13]=[C:14]([NH:17][C:18]4[CH:23]=[CH:22][C:21]([N:24]5[CH2:29][CH2:28][N:27]([CH3:30])[CH2:26][CH2:25]5)=[CH:20][C:19]=4[O:31][CH3:32])[N:15]=[CH:16][C:11]=3[S:10][CH:9]=2)[CH:5]=[CH:6][CH:7]=1.CCN(C(C)C)C(C)C.[C:42](Cl)(=[O:45])[CH:43]=[CH2:44]. The catalyst is C(Cl)Cl. The product is [CH3:32][O:31][C:19]1[CH:20]=[C:21]([N:24]2[CH2:25][CH2:26][N:27]([CH3:30])[CH2:28][CH2:29]2)[CH:22]=[CH:23][C:18]=1[NH:17][C:14]1[N:15]=[CH:16][C:11]2[S:10][CH:9]=[C:8]([C:4]3[CH:3]=[C:2]([NH:1][C:42](=[O:45])[CH:43]=[CH2:44])[CH:7]=[CH:6][CH:5]=3)[C:12]=2[N:13]=1. The yield is 0.0357. (2) The catalyst is C(OCC)(OCC)OCC. The product is [CH2:6]([O:5]/[CH:1]=[N:3]/[NH:2][C:1]([O:5][CH2:6][CH3:7])=[O:4])[CH3:7]. The reactants are [C:1]([O:5][CH2:6][CH3:7])(=[O:4])[NH:2][NH2:3]. The yield is 0.950. (3) The reactants are Br[C:2]1[S:3][C:4](Br)=[C:5]([Br:13])[C:6]=1[CH2:7][CH2:8][CH2:9][CH2:10][CH2:11][CH3:12].C1COCC1.C([Li])CCC. The catalyst is O. The product is [Br:13][C:5]1[C:6]([CH2:7][CH2:8][CH2:9][CH2:10][CH2:11][CH3:12])=[CH:2][S:3][CH:4]=1. The yield is 0.826. (4) The reactants are [NH2:1][C@H:2]1[CH2:8][O:7][C:6]2[CH:9]=[CH:10][C:11](Br)=[CH:12][C:5]=2[N:4]([CH3:14])[C:3]1=[O:15].[NH:16]1[CH:20]=[CH:19][C:18](B(O)O)=[N:17]1.C(=O)([O-])[O-].[Na+].[Na+].B(O)O. The catalyst is COCCOC.C1C=CC([P]([Pd]([P](C2C=CC=CC=2)(C2C=CC=CC=2)C2C=CC=CC=2)([P](C2C=CC=CC=2)(C2C=CC=CC=2)C2C=CC=CC=2)[P](C2C=CC=CC=2)(C2C=CC=CC=2)C2C=CC=CC=2)(C2C=CC=CC=2)C2C=CC=CC=2)=CC=1.O. The product is [NH2:1][C@H:2]1[CH2:8][O:7][C:6]2[CH:9]=[CH:10][C:11]([C:20]3[CH:19]=[CH:18][NH:17][N:16]=3)=[CH:12][C:5]=2[N:4]([CH3:14])[C:3]1=[O:15]. The yield is 0.600. (5) The reactants are [N:1]1[C:10]2[CH:9]([NH:11][CH2:12][CH2:13][CH2:14][CH2:15][N:16]3[C:24](=[O:25])[C:23]4[C:18](=[CH:19][CH:20]=[CH:21][CH:22]=4)[C:17]3=[O:26])[CH2:8][CH2:7][CH2:6][C:5]=2[CH:4]=[CH:3][CH:2]=1.C(O[BH-](O[C:37](=O)[CH3:38])OC(=O)C)(=O)C.[Na+]. The catalyst is C(Cl)Cl. The product is [N:11]1[C:9]2=[C:10]3[C:5](=[CH:6][CH:7]=[CH:8]2)[CH2:4][CH2:3][CH2:2][N:1]3[C:37]=1[CH2:38][N:11]([CH:9]1[C:10]2[N:1]=[CH:2][CH:3]=[CH:4][C:5]=2[CH2:6][CH2:7][CH2:8]1)[CH2:12][CH2:13][CH2:14][CH2:15][N:16]1[C:24](=[O:25])[C:23]2[C:18](=[CH:19][CH:20]=[CH:21][CH:22]=2)[C:17]1=[O:26]. The yield is 0.270. (6) The reactants are [CH3:1][O:2][C:3]1[CH:4]=[C:5]2[C:9](=[CH:10][CH:11]=1)[NH:8][C:7]([C:12]([OH:14])=O)=[CH:6]2.CCN=C=NCCCN(C)C.C1C=CC2N(O)N=NC=2C=1.[CH3:36][N:37]1[CH2:42][CH2:41][NH:40][CH2:39][CH2:38]1. The catalyst is C(Cl)Cl.O. The product is [CH3:1][O:2][C:3]1[CH:4]=[C:5]2[C:9](=[CH:10][CH:11]=1)[NH:8][C:7]([C:12]([N:40]1[CH2:41][CH2:42][N:37]([CH3:36])[CH2:38][CH2:39]1)=[O:14])=[CH:6]2. The yield is 0.700. (7) The reactants are [Br:1][C:2]1[CH:7]=[CH:6][C:5]([Cl:8])=[CH:4][C:3]=1[CH3:9].C1C(=O)N([Br:17])C(=O)C1.C(OOC(=O)C1C=CC=CC=1)(=O)C1C=CC=CC=1. The yield is 0.450. The catalyst is C(Cl)(Cl)(Cl)Cl. The product is [Br:1][C:2]1[CH:7]=[CH:6][C:5]([Cl:8])=[CH:4][C:3]=1[CH2:9][Br:17].